Regression. Given two drug SMILES strings and cell line genomic features, predict the synergy score measuring deviation from expected non-interaction effect. From a dataset of NCI-60 drug combinations with 297,098 pairs across 59 cell lines. (1) Drug 1: CCC1=C2CN3C(=CC4=C(C3=O)COC(=O)C4(CC)O)C2=NC5=C1C=C(C=C5)O. Drug 2: CC1=C(C(=CC=C1)Cl)NC(=O)C2=CN=C(S2)NC3=CC(=NC(=N3)C)N4CCN(CC4)CCO. Cell line: RPMI-8226. Synergy scores: CSS=18.6, Synergy_ZIP=-5.85, Synergy_Bliss=2.62, Synergy_Loewe=-19.6, Synergy_HSA=0.567. (2) Drug 1: CC(CN1CC(=O)NC(=O)C1)N2CC(=O)NC(=O)C2. Drug 2: C(=O)(N)NO. Cell line: SF-539. Synergy scores: CSS=19.3, Synergy_ZIP=-4.22, Synergy_Bliss=0.0455, Synergy_Loewe=-1.67, Synergy_HSA=1.03.